This data is from Catalyst prediction with 721,799 reactions and 888 catalyst types from USPTO. The task is: Predict which catalyst facilitates the given reaction. (1) Reactant: [N:1]1[C:10]2[C:5](=[CH:6][CH:7]=[CH:8][C:9]=2[N:11]2[CH2:16][CH2:15][N:14]([CH2:17][CH2:18][CH2:19][C:20]([C:22]3[CH:27]=[CH:26][C:25]([F:28])=[CH:24][CH:23]=3)=[O:21])[CH2:13][CH2:12]2)[CH:4]=[CH:3][CH:2]=1.[Mg].Br[C:31]1[CH:36]=[CH:35][C:34]([F:37])=[CH:33][CH:32]=1.[Cl-].[NH4+].[C:40]([OH:47])(=[O:46])/[CH:41]=[CH:42]/[C:43]([OH:45])=[O:44]. Product: [C:40]([OH:47])(=[O:46])/[CH:41]=[CH:42]/[C:43]([OH:45])=[O:44].[F:28][C:25]1[CH:24]=[CH:23][C:22]([C:20]([C:31]2[CH:36]=[CH:35][C:34]([F:37])=[CH:33][CH:32]=2)([OH:21])[CH2:19][CH2:18][CH2:17][N:14]2[CH2:13][CH2:12][N:11]([C:9]3[CH:8]=[CH:7][CH:6]=[C:5]4[C:10]=3[N:1]=[C:2]([CH3:40])[CH:3]=[CH:4]4)[CH2:16][CH2:15]2)=[CH:27][CH:26]=1. The catalyst class is: 199. (2) Product: [F:14][C:11]1[CH:10]=[N:9][CH:8]=[C:7]([C:12]=1[CH3:13])[C:4]#[N:5]. The catalyst class is: 9. Reactant: [Cu]([C:4]#[N:5])C#N.Br[C:7]1[CH:8]=[N:9][CH:10]=[C:11]([F:14])[C:12]=1[CH3:13].